Dataset: Reaction yield outcomes from USPTO patents with 853,638 reactions. Task: Predict the reaction yield, written as a fraction of the theoretical maximum amount of product (1.0 means a 100% yield; for example, 0.34 means a 34% yield). (1) The reactants are Cl[C:2](=[C:6]([C:9]#[N:10])[C:7]#[N:8])[CH:3]([CH3:5])[CH3:4].Cl.[Cl:12][C:13]1[CH:18]=[CH:17][CH:16]=[C:15]([Cl:19])[C:14]=1[NH:20][NH2:21].C(N(CC)CC)C. The catalyst is C1COCC1. The product is [NH2:8][C:7]1[N:20]([C:14]2[C:13]([Cl:12])=[CH:18][CH:17]=[CH:16][C:15]=2[Cl:19])[N:21]=[C:2]([CH:3]([CH3:5])[CH3:4])[C:6]=1[C:9]#[N:10]. The yield is 0.620. (2) The reactants are [O:1]([CH2:8][C:9]1[CH:14]=[CH:13][C:12]([CH2:15][C:16](Cl)=[N:17][OH:18])=[CH:11][CH:10]=1)[C:2]1[CH:7]=[CH:6][CH:5]=[CH:4][CH:3]=1.[C:20]([C:22]1[C:23]([NH2:29])=[N:24][C:25]([NH2:28])=[CH:26][CH:27]=1)#[CH:21].C(N(CC)CC)C. The catalyst is O1CCCC1. The product is [O:1]([CH2:8][C:9]1[CH:14]=[CH:13][C:12]([CH2:15][C:16]2[CH:21]=[C:20]([C:22]3[C:23]([NH2:29])=[N:24][C:25]([NH2:28])=[CH:26][CH:27]=3)[O:18][N:17]=2)=[CH:11][CH:10]=1)[C:2]1[CH:7]=[CH:6][CH:5]=[CH:4][CH:3]=1. The yield is 0.220. (3) The reactants are Br[C:2]1[CH:3]=[C:4]([S:8]([C:11]([F:31])([C:25]2[O:26][C:27]([CH3:30])=[N:28][N:29]=2)[CH:12]2[CH2:24][C:15]3[NH:16][C:17]4[CH:18]=[CH:19][C:20]([Cl:23])=[CH:21][C:22]=4[C:14]=3[CH2:13]2)(=[O:10])=[O:9])[CH:5]=[CH:6][CH:7]=1.[CH3:32][CH2:33]N(C(C)C)C(C)C.C([Si](C)(C)C)#C.[OH-].[Na+]. The catalyst is CN(C=O)C.[Cu]I.C1C=CC([P]([Pd]([P](C2C=CC=CC=2)(C2C=CC=CC=2)C2C=CC=CC=2)([P](C2C=CC=CC=2)(C2C=CC=CC=2)C2C=CC=CC=2)[P](C2C=CC=CC=2)(C2C=CC=CC=2)C2C=CC=CC=2)(C2C=CC=CC=2)C2C=CC=CC=2)=CC=1. The product is [Cl:23][C:20]1[CH:19]=[CH:18][C:17]2[NH:16][C:15]3[CH2:24][CH:12]([C:11]([S:8]([C:4]4[CH:5]=[CH:6][CH:7]=[C:2]([C:32]#[CH:33])[CH:3]=4)(=[O:10])=[O:9])([F:31])[C:25]4[O:26][C:27]([CH3:30])=[N:28][N:29]=4)[CH2:13][C:14]=3[C:22]=2[CH:21]=1. The yield is 0.480. (4) The reactants are F[C:2]1C(N)=NC(N)=NC=1.[OH:10][C:11]1[CH:19]=[CH:18][C:17]([N+:20]([O-:22])=[O:21])=[CH:16][C:12]=1[C:13]([OH:15])=[O:14].C(=O)([O-])[O-].[K+].[K+].IC. No catalyst specified. The product is [OH:10][C:11]1[CH:19]=[CH:18][C:17]([N+:20]([O-:22])=[O:21])=[CH:16][C:12]=1[C:13]([O:15][CH3:2])=[O:14]. The yield is 0.770.